Dataset: Catalyst prediction with 721,799 reactions and 888 catalyst types from USPTO. Task: Predict which catalyst facilitates the given reaction. (1) Reactant: Br[C:2]1[CH:3]=[CH:4][C:5]([CH:8]([C:21]2[CH:26]=[CH:25][CH:24]=[CH:23][CH:22]=2)[O:9][C@@H:10]([CH2:17][CH:18]([CH3:20])[CH3:19])[C:11]([NH:13][CH2:14][C:15]#[N:16])=[O:12])=[N:6][CH:7]=1.[N:27]1([C:33]2[CH:38]=[CH:37][C:36](B(O)O)=[CH:35][CH:34]=2)[CH2:32][CH2:31][NH:30][CH2:29][CH2:28]1.C(Cl)Cl.C(=O)([O-])[O-].[Na+].[Na+]. Product: [C:15]([CH2:14][NH:13][C:11](=[O:12])[C@@H:10]([O:9][CH:8]([C:21]1[CH:26]=[CH:25][CH:24]=[CH:23][CH:22]=1)[C:5]1[CH:4]=[CH:3][C:2]([C:36]2[CH:35]=[CH:34][C:33]([N:27]3[CH2:28][CH2:29][NH:30][CH2:31][CH2:32]3)=[CH:38][CH:37]=2)=[CH:7][N:6]=1)[CH2:17][CH:18]([CH3:20])[CH3:19])#[N:16]. The catalyst class is: 151. (2) Reactant: [NH2:1][CH2:2][CH2:3][CH2:4][NH:5][C:6](=[O:12])[O:7][C:8]([CH3:11])([CH3:10])[CH3:9].C(N(CC)CC)C.[C:20]([O:23][CH2:24][C:25](Cl)=[O:26])(=[O:22])[CH3:21].O. Product: [C:20]([O:23][CH2:24][C:25]([NH:1][CH2:2][CH2:3][CH2:4][NH:5][C:6]([O:7][C:8]([CH3:9])([CH3:11])[CH3:10])=[O:12])=[O:26])(=[O:22])[CH3:21]. The catalyst class is: 1. (3) Reactant: Br[C:2]1[CH:11]=[CH:10][CH:9]=[C:8]2[C:3]=1[CH:4]=[CH:5][C:6]([S:12]([N:15](CC1C=CC(OC)=CC=1OC)[C:16]1[S:20][N:19]=[CH:18][N:17]=1)(=[O:14])=[O:13])=[CH:7]2.[CH3:32][O:33][C:34]1[CH:39]=[CH:38][CH:37]=[CH:36][C:35]=1B(O)O.P([O-])([O-])([O-])=O.[K+].[K+].[K+].O1CCOCC1. Product: [CH3:32][O:33][C:34]1[CH:39]=[CH:38][CH:37]=[CH:36][C:35]=1[C:2]1[CH:11]=[CH:10][CH:9]=[C:8]2[C:3]=1[CH:4]=[CH:5][C:6]([S:12]([NH:15][C:16]1[S:20][N:19]=[CH:18][N:17]=1)(=[O:14])=[O:13])=[CH:7]2. The catalyst class is: 6. (4) Reactant: [CH2:1]([C:3]1[CH2:4][CH:5]2[CH:8]([CH:9]=1)[C:7](=[C:10]([C:18]([O:20][C:21]([CH3:24])([CH3:23])[CH3:22])=[O:19])[C:11]([O:13][C:14]([CH3:17])([CH3:16])[CH3:15])=[O:12])[CH2:6]2)[CH3:2].C1CCN2C(=NCCC2)CC1.[N+:36]([CH3:39])([O-:38])=[O:37]. Product: [CH2:1]([C:3]1[CH2:4][CH:5]2[CH:8]([CH:9]=1)[C:7]([CH:10]([C:18]([O:20][C:21]([CH3:23])([CH3:22])[CH3:24])=[O:19])[C:11]([O:13][C:14]([CH3:17])([CH3:15])[CH3:16])=[O:12])([CH2:39][N+:36]([O-:38])=[O:37])[CH2:6]2)[CH3:2]. The catalyst class is: 11. (5) Reactant: C([O:5][C:6](=[O:30])[CH2:7][CH2:8][C:9]1[CH:10]=[C:11]([CH:27]=[CH:28][CH:29]=1)[C:12]([NH:14][C:15]1[CH:20]=[CH:19][CH:18]=[CH:17][C:16]=1/[CH:21]=[CH:22]/[C:23]([O:25][CH3:26])=[O:24])=[O:13])(C)(C)C.FC(F)(F)C(O)=O. Product: [CH3:26][O:25][C:23](=[O:24])/[CH:22]=[CH:21]/[C:16]1[CH:17]=[CH:18][CH:19]=[CH:20][C:15]=1[NH:14][C:12]([C:11]1[CH:10]=[C:9]([CH2:8][CH2:7][C:6]([OH:30])=[O:5])[CH:29]=[CH:28][CH:27]=1)=[O:13]. The catalyst class is: 4. (6) Reactant: [CH3:1][O:2][C:3]1[CH:21]=[CH:20][C:6]([CH2:7][N:8]2[CH:12]=[C:11](I)[C:10]([C:14]([N:16]([O:18][CH3:19])[CH3:17])=[O:15])=[N:9]2)=[CH:5][CH:4]=1.[CH3:22][C:23]1[N:28]=[C:27]([O:29][C:30]2[S:31][CH:32]=[C:33](B3OC(C)(C)C(C)(C)O3)[N:34]=2)[CH:26]=[CH:25][CH:24]=1.C(N(C(C)C)C(C)C)C. Product: [CH3:1][O:2][C:3]1[CH:21]=[CH:20][C:6]([CH2:7][N:8]2[CH:12]=[C:11]([C:33]3[N:34]=[C:30]([O:29][C:27]4[CH:26]=[CH:25][CH:24]=[C:23]([CH3:22])[N:28]=4)[S:31][CH:32]=3)[C:10]([C:14]([N:16]([O:18][CH3:19])[CH3:17])=[O:15])=[N:9]2)=[CH:5][CH:4]=1. The catalyst class is: 117. (7) Reactant: [NH2:1][C:2]([CH3:28])([CH3:27])[C@H:3]([NH:8][C:9](=[O:26])[C:10]1[CH:15]=[CH:14][C:13]([C:16]#[C:17][C:18]#[C:19][C@@H:20]([OH:25])[C@@H:21]([CH3:24])[CH2:22][OH:23])=[CH:12][CH:11]=1)[C:4](OC)=[O:5].[NH2:29][OH:30]. Product: [NH2:1][C:2]([CH3:28])([CH3:27])[C@H:3]([NH:8][C:9](=[O:26])[C:10]1[CH:15]=[CH:14][C:13]([C:16]#[C:17][C:18]#[C:19][C@@H:20]([OH:25])[C@@H:21]([CH3:24])[CH2:22][OH:23])=[CH:12][CH:11]=1)[C:4]([NH:29][OH:30])=[O:5]. The catalyst class is: 32.